From a dataset of Catalyst prediction with 721,799 reactions and 888 catalyst types from USPTO. Predict which catalyst facilitates the given reaction. (1) Reactant: [F:1][C:2]1[C:30]([N:31]2[CH2:36][CH2:35][NH:34][CH2:33][CH2:32]2)=[CH:29][C:5]2[N:6]([CH2:17][C:18]3[CH:23]=[CH:22][C:21]([O:24][C:25]([F:28])([F:27])[F:26])=[CH:20][CH:19]=3)[C:7]([CH2:9][O:10][C:11]3[CH:16]=[CH:15][CH:14]=[CH:13][CH:12]=3)=[N:8][C:4]=2[CH:3]=1.[CH:37]1([C:40](Cl)=[O:41])[CH2:39][CH2:38]1. Product: [CH:37]1([C:40]([N:34]2[CH2:35][CH2:36][N:31]([C:30]3[C:2]([F:1])=[CH:3][C:4]4[N:8]=[C:7]([CH2:9][O:10][C:11]5[CH:12]=[CH:13][CH:14]=[CH:15][CH:16]=5)[N:6]([CH2:17][C:18]5[CH:19]=[CH:20][C:21]([O:24][C:25]([F:26])([F:27])[F:28])=[CH:22][CH:23]=5)[C:5]=4[CH:29]=3)[CH2:32][CH2:33]2)=[O:41])[CH2:39][CH2:38]1. The catalyst class is: 4. (2) Reactant: S(=O)(=O)(O)[OH:2].[CH3:6][C:7]1[CH:12]=[CH:11][C:10]([N+:13]([O-:15])=[O:14])=[CH:9][C:8]=1[S:16]([NH2:19])(=[O:18])=[O:17]. Product: [N+:13]([C:10]1[CH:11]=[CH:12][C:7]2[C:6](=[O:2])[NH:19][S:16](=[O:18])(=[O:17])[C:8]=2[CH:9]=1)([O-:15])=[O:14]. The catalyst class is: 6. (3) Reactant: FC(F)(F)C(O)=O.FC(F)(F)C(O)=O.[NH2:15][C:16]1[N:21]=[CH:20][N:19]=[C:18]2[N:22]([CH:26]([C:28]3[CH:35]=[C:34]([CH3:36])[C:31]([C:32]#[N:33])=[C:30]([CH:37]4[CH2:40][NH:39][CH2:38]4)[C:29]=3[O:41][CH3:42])[CH3:27])[N:23]=[C:24]([CH3:25])[C:17]=12.CCN(C(C)C)C(C)C.[CH3:52][C@H:53]1[CH2:55][O:54]1. Product: [NH2:15][C:16]1[N:21]=[CH:20][N:19]=[C:18]2[N:22]([CH:26]([C:28]3[CH:35]=[C:34]([CH3:36])[C:31]([C:32]#[N:33])=[C:30]([CH:37]4[CH2:40][N:39]([CH2:52][C@@H:53]([OH:54])[CH3:55])[CH2:38]4)[C:29]=3[O:41][CH3:42])[CH3:27])[N:23]=[C:24]([CH3:25])[C:17]=12. The catalyst class is: 8. (4) Reactant: [Cl:1][C:2]1[CH:7]=[CH:6][C:5]([N:8]2[C:16]([CH:17]([CH:21]3[CH2:26][CH2:25][CH2:24][CH2:23][CH2:22]3)[C:18](O)=[O:19])=[C:15]3[C:10]([CH2:11][CH2:12][CH2:13][CH2:14]3)=[N:9]2)=[CH:4][CH:3]=1.CCN(C(C)C)C(C)C.CN(C(ON1N=NC2C=CC=NC1=2)=[N+](C)C)C.F[P-](F)(F)(F)(F)F.[NH2:60][C@H:61]1[CH2:66][CH2:65][C@H:64]([OH:67])[CH2:63][CH2:62]1. Product: [Cl:1][C:2]1[CH:3]=[CH:4][C:5]([N:8]2[C:16]([CH:17]([CH:21]3[CH2:26][CH2:25][CH2:24][CH2:23][CH2:22]3)[C:18]([NH:60][C@H:61]3[CH2:66][CH2:65][C@H:64]([OH:67])[CH2:63][CH2:62]3)=[O:19])=[C:15]3[C:10]([CH2:11][CH2:12][CH2:13][CH2:14]3)=[N:9]2)=[CH:6][CH:7]=1. The catalyst class is: 3. (5) Product: [Br:1][CH2:2][CH:3]([O:6][CH2:7][O:8][CH3:9])[CH2:4][Br:5]. The catalyst class is: 2. Reactant: [Br:1][CH2:2][CH:3]([OH:6])[CH2:4][Br:5].[CH3:7][O:8][CH2:9]OC. (6) Reactant: [F:1][C:2]([F:30])([F:29])[O:3][C:4]1[C:5]([CH2:20][NH:21]C(=O)OC(C)(C)C)=[CH:6][C:7]([C:10]2[CH:15]=[CH:14][C:13]([C:16]([F:19])([F:18])[F:17])=[CH:12][CH:11]=2)=[N:8][CH:9]=1.[ClH:31]. Product: [ClH:31].[F:30][C:2]([F:1])([F:29])[O:3][C:4]1[C:5]([CH2:20][NH2:21])=[CH:6][C:7]([C:10]2[CH:11]=[CH:12][C:13]([C:16]([F:17])([F:18])[F:19])=[CH:14][CH:15]=2)=[N:8][CH:9]=1. The catalyst class is: 12. (7) Reactant: [Cl:1][C:2]1[CH:7]=[CH:6][CH:5]=[CH:4][C:3]=1[CH:8]1[CH2:19][C:18]2[N:17]([CH2:20][CH2:21][CH2:22][O:23][CH3:24])[CH:16]=[CH:15][C:14]=2[CH:13]2[CH:9]1[C:10](=[O:26])[NH:11][C:12]2=[O:25].O=P(Cl)(Cl)Cl.C(O)[CH2:33][OH:34].C(=O)=O.[OH-].[Na+]. Product: [Cl:1][C:2]1[CH:7]=[CH:6][CH:5]=[CH:4][C:3]=1[CH:8]1[CH2:19][C:18]2[N:17]([CH2:20][CH2:21][CH2:22][O:23][CH3:24])[C:16]([CH:33]=[O:34])=[CH:15][C:14]=2[CH:13]2[CH:9]1[C:10](=[O:26])[NH:11][C:12]2=[O:25]. The catalyst class is: 18.